This data is from Experimentally validated miRNA-target interactions with 360,000+ pairs, plus equal number of negative samples. The task is: Binary Classification. Given a miRNA mature sequence and a target amino acid sequence, predict their likelihood of interaction. (1) The miRNA is mmu-miR-6934-3p with sequence ACCUCUGCUCCUGCCCCACCAG. The protein sequence of the target gene is MGEFKVHRVRFFNYVPSGIRCVAYNNQSNRLAVSRTDGTVEIYNLSANYFQEKFFPGHESRGTEALCWAGGQRLFSAGLNGEILEYDLQALNIKYTLDAFGGPIWSMTASPSGSQLLVGCEDGSVKLFEVTPEKIQFARNFDRQKSRILSLCWHPAGTHVAAGSLDYISVFDVKSGSIIRKMVLDRQHLGVTKSRCIVWGVAFLSDGTVISVDSVGKVQLWDSATGTLVKSHLVANADVQSIAVADQEDSFVVGTAEGTVFHFQLVSMTSNSSEKQWVRTKPFQHHTHDVRAVAHSPTAL.... Result: 0 (no interaction). (2) The miRNA is hsa-miR-1321 with sequence CAGGGAGGUGAAUGUGAU. The protein sequence of the target gene is MGSRNSSSAGSGSGDPSEGLPRRGAGLRRSEEEEEEDEDVDLAQVLAYLLRRGQVRLVQGGGAANLQFIQALLDSEEENDRAWDGRLGDRYNPPVDATPDTRELEFNEIKTQVELATGQLGLRRAAQKHSFPRMLHQRERGLCHRGSFSLGEQSRVISHFLPNDLGFTDSYSQKAFCGIYSKDGQIFMSACQDQTIRLYDCRYGRFRKFKSIKARDVGWSVLDVAFTPDGNHFLYSSWSDYIHICNIYGEGDTHTALDLRPDERRFAVFSIAVSSDGREVLGGANDGCLYVFDREQNRRT.... Result: 1 (interaction). (3) The miRNA is hsa-miR-3689b-5p with sequence UGUGAUAUCAUGGUUCCUGGGA. The protein sequence of the target gene is MASGILVNVKEEVTCPICLELLTQPLSLDCGHSFCQACLTANHKKSMLDKGESSCPVCRISYQPENIRPNRHVANIVEKLREVKLSPEGQKVDHCARHGEKLLLFCQEDGKVICWLCERSQEHRGHHTFLTEEVAREYQVKLQAALEMLRQKQQEAEELEADIREEKASWKTQIQYDKTNVLADFEQLRDILDWEESNELQNLEKEEEDILKSLTNSETEMVQQTQSLRELISDLEHRLQGSVMELLQGVDGVIKRTENVTLKKPETFPKNQRRVFRAPDLKGMLEVFRELTDVRRYWVD.... Result: 1 (interaction). (4) The miRNA is hsa-miR-1976 with sequence CCUCCUGCCCUCCUUGCUGU. The protein sequence of the target gene is MVLAGLIRKLGHQLAEIRERALKSILCKIEHNLICYADLIQERQLFLHLLEWFNFPSVPMKEEVLNLLSRLVKYPPAVQHLVDVGAVEFLSKLRSNVEPNLQAEIDGILDGLFLLPSEVPALSSASYQTNQTELSKNPEILTGYFPQDKSNFQQMEVPPRPVVNQTVKCLKFSTFPWLPLTTTDRHVLSSNESSLRSSNHTLIWNTCELLKDVIMQDFPAEIFLQRPKIVQSLLSLLKLAFGDGKHRLALQSVSCLQQLCMYLRNRLNFHRDPGFFSNKHDTVSQNSSLSYCHEARGTHH.... Result: 1 (interaction). (5) The miRNA is hsa-miR-1305 with sequence UUUUCAACUCUAAUGGGAGAGA. The protein sequence of the target gene is MAPKKKIVKKNKGDINEMTIIVEDSPLNKLNALNGLLEGGNGLSCISSELTDASYGPNLLEGLSKMRQENFLCDLVIGTKTKSFDVHKSVMASCSEYFYNILKKDPSIQRVDLNDISPLGLATVIAYAYTGKLTLSLYTIGSIISAAVYLQIHTLVKMCSDFLIREMSVENCMYVVNIAETYSLKNAKAAAQKFIRDNFLEFAESDQFMKLTFEQINELLIDDDLQLPSEIVAFQIAMKWLEFDQKRVKYAADLLSNIRFGTISAQDLVNYVQSVPRMMQDADCHRLLVDAMNYHLLPYH.... Result: 0 (no interaction).